Dataset: Peptide-MHC class I binding affinity with 185,985 pairs from IEDB/IMGT. Task: Regression. Given a peptide amino acid sequence and an MHC pseudo amino acid sequence, predict their binding affinity value. This is MHC class I binding data. (1) The peptide sequence is LYTVKFPNL. The MHC is HLA-A29:02 with pseudo-sequence HLA-A29:02. The binding affinity (normalized) is 0. (2) The peptide sequence is KSAQCFKMFY. The MHC is HLA-A26:01 with pseudo-sequence HLA-A26:01. The binding affinity (normalized) is 0. (3) The peptide sequence is VLFTVLAIV. The MHC is HLA-A02:01 with pseudo-sequence HLA-A02:01. The binding affinity (normalized) is 0.812.